From a dataset of Full USPTO retrosynthesis dataset with 1.9M reactions from patents (1976-2016). Predict the reactants needed to synthesize the given product. (1) Given the product [Cl:3][C:4]1[CH:5]=[C:6]([NH:12][C:13]2[N:22]=[CH:21][CH:20]=[CH:19][C:14]=2[C:15]([OH:17])=[O:16])[CH:7]=[C:8]([O:10][CH3:11])[CH:9]=1, predict the reactants needed to synthesize it. The reactants are: [OH-].[Li+].[Cl:3][C:4]1[CH:5]=[C:6]([NH:12][C:13]2[N:22]=[CH:21][CH:20]=[CH:19][C:14]=2[C:15]([O:17]C)=[O:16])[CH:7]=[C:8]([O:10][CH3:11])[CH:9]=1. (2) Given the product [Cl:16][C:15]1[CH:14]=[CH:13][CH:12]=[C:11]([Cl:17])[C:10]=1[C:7]1[C:6]([CH2:18][O:19][CH:20]2[CH2:25][CH2:24][N:23]([C:34]3[CH:42]=[C:41]4[C:37]([C:38]([C:44]([O:46][C:47]([CH3:50])([CH3:49])[CH3:48])=[O:45])=[CH:39][N:40]4[CH3:43])=[CH:36][CH:35]=3)[CH2:22][CH2:21]2)=[C:5]([CH:2]2[CH2:3][CH2:4]2)[O:9][N:8]=1, predict the reactants needed to synthesize it. The reactants are: Cl.[CH:2]1([C:5]2[O:9][N:8]=[C:7]([C:10]3[C:15]([Cl:16])=[CH:14][CH:13]=[CH:12][C:11]=3[Cl:17])[C:6]=2[CH2:18][O:19][CH:20]2[CH2:25][CH2:24][NH:23][CH2:22][CH2:21]2)[CH2:4][CH2:3]1.C1(C)C=CC=CC=1.I[C:34]1[CH:42]=[C:41]2[C:37]([C:38]([C:44]([O:46][C:47]([CH3:50])([CH3:49])[CH3:48])=[O:45])=[CH:39][N:40]2[CH3:43])=[CH:36][CH:35]=1.CC(C)([O-])C.[Na+]. (3) The reactants are: [C:1]([C:5]1[CH:9]=[C:8]([NH2:10])[N:7]([C:11]2[CH:12]=[N:13][N:14]([CH2:16][CH2:17][O:18][CH:19]3[CH2:24][CH2:23][CH2:22][CH2:21][O:20]3)[CH:15]=2)[N:6]=1)([CH3:4])([CH3:3])[CH3:2].[OH-].[Na+].Cl[C:28]([O:30][CH2:31][C:32]([Cl:35])([Cl:34])[Cl:33])=[O:29]. Given the product [Cl:33][C:32]([Cl:35])([Cl:34])[CH2:31][O:30][C:28](=[O:29])[NH:10][C:8]1[N:7]([C:11]2[CH:12]=[N:13][N:14]([CH2:16][CH2:17][O:18][CH:19]3[CH2:24][CH2:23][CH2:22][CH2:21][O:20]3)[CH:15]=2)[N:6]=[C:5]([C:1]([CH3:4])([CH3:2])[CH3:3])[CH:9]=1, predict the reactants needed to synthesize it. (4) The reactants are: Cl.[CH3:2][C:3]1[S:12][C:11]2[NH:10][C:9]3[CH:13]=[CH:14][CH:15]=[CH:16][C:8]=3[N:7]=[C:6]([NH2:17])[C:5]=2[CH:4]=1.[F:18][C:19]1[CH:24]=[C:23]([F:25])[CH:22]=[CH:21][C:20]=1[CH2:26][CH2:27][C@H:28]1[CH2:33]N[CH2:31][CH2:30][NH:29]1.C(N(CC)C(C)C)(C)C.CS(C)=O. Given the product [F:18][C:19]1[CH:24]=[C:23]([F:25])[CH:22]=[CH:21][C:20]=1[CH2:26][CH2:27][C@@H:28]1[NH:29][CH2:30][CH2:31][N:17]([C:6]2[C:5]3[CH:4]=[C:3]([CH3:2])[S:12][C:11]=3[NH:10][C:9]3[CH:13]=[CH:14][CH:15]=[CH:16][C:8]=3[N:7]=2)[CH2:33]1, predict the reactants needed to synthesize it. (5) Given the product [CH2:1]([NH:8][C:9]1[CH:14]=[C:13]([NH:15][C:16]2[CH:17]=[CH:18][C:19]([NH:22][S:23]([CH3:26])(=[O:25])=[O:24])=[CH:20][CH:21]=2)[N:12]=[CH:11][C:10]=1[CH2:31][C:32]([NH2:34])=[O:33])[C:2]1[CH:3]=[CH:4][CH:5]=[CH:6][CH:7]=1, predict the reactants needed to synthesize it. The reactants are: [CH2:1]([NH:8][C:9]1[CH:14]=[C:13]([NH:15][C:16]2[CH:21]=[CH:20][C:19]([N:22](S(C)(=O)=O)[S:23]([CH3:26])(=[O:25])=[O:24])=[CH:18][CH:17]=2)[N:12]=[CH:11][C:10]=1[CH2:31][C:32]([NH2:34])=[O:33])[C:2]1[CH:7]=[CH:6][CH:5]=[CH:4][CH:3]=1.Cl. (6) Given the product [NH2:18][C:17]1[CH:19]=[C:13]([C:7]2[C:8]([CH3:12])=[N:9][C:10]3[C:5]([CH:6]=2)=[CH:4][N:3]=[C:2]([NH:26][C:24]([CH:21]2[CH2:23][CH2:22]2)=[O:25])[CH:11]=3)[CH:14]=[CH:15][C:16]=1[F:20], predict the reactants needed to synthesize it. The reactants are: Cl[C:2]1[CH:11]=[C:10]2[C:5]([CH:6]=[C:7]([C:13]3[CH:14]=[CH:15][C:16]([F:20])=[C:17]([CH:19]=3)[NH2:18])[C:8]([CH3:12])=[N:9]2)=[CH:4][N:3]=1.[CH:21]1([C:24]([NH2:26])=[O:25])[CH2:23][CH2:22]1.CC1(C)C2C(=C(P(C3C=CC=CC=3)C3C=CC=CC=3)C=CC=2)OC2C(P(C3C=CC=CC=3)C3C=CC=CC=3)=CC=CC1=2.C([O-])([O-])=O.[Cs+].[Cs+].